Predict the product of the given reaction. From a dataset of Forward reaction prediction with 1.9M reactions from USPTO patents (1976-2016). (1) Given the reactants [CH3:1][N:2]1[CH:6]=[C:5]([CH:7]=[O:8])[CH:4]=[N:3]1.CBr.[Mg].O.[CH:13](Cl)(Cl)Cl, predict the reaction product. The product is: [CH3:1][N:2]1[CH:6]=[C:5]([CH:7]([OH:8])[CH3:13])[CH:4]=[N:3]1. (2) Given the reactants BrC1C=C([C:9]2([C:17]3[CH:22]=CC(O)=CC=3)[NH:13][C:12](=S)[N:11](C)C2=O)C=CC=1F.[CH3:24][C:25]([C:29]1[CH:34]=[CH:33][C:32]([S:35]([O:38][C:39]2[CH:44]=[CH:43][C:42]([C:45]3([C:53]4[CH:58]=[CH:57][C:56]([F:59])=[C:55](Br)[CH:54]=4)[C:49](=[O:50])[N:48]([CH3:51])[C:47]([NH2:52])=[N:46]3)=[CH:41][CH:40]=2)(=[O:37])=[O:36])=[CH:31][CH:30]=1)([CH3:28])[CH2:26][CH3:27], predict the reaction product. The product is: [CH3:24][C:25]([C:29]1[CH:34]=[CH:33][C:32]([S:35]([O:38][C:39]2[CH:44]=[CH:43][C:42]([C:45]3([C:53]4[CH:58]=[CH:57][C:56]([F:59])=[C:55]([C:17]5[CH:9]=[N:13][CH:12]=[N:11][CH:22]=5)[CH:54]=4)[C:49](=[O:50])[N:48]([CH3:51])[C:47]([NH2:52])=[N:46]3)=[CH:41][CH:40]=2)(=[O:37])=[O:36])=[CH:31][CH:30]=1)([CH3:28])[CH2:26][CH3:27]. (3) The product is: [Br:6][C:7]1[CH:12]=[C:11]([F:13])[CH:10]=[CH:9][C:8]=1[O:14][CH2:2][CH2:3][O:4][CH3:5]. Given the reactants Br[CH2:2][CH2:3][O:4][CH3:5].[Br:6][C:7]1[CH:12]=[C:11]([F:13])[CH:10]=[CH:9][C:8]=1[OH:14].C([O-])([O-])=O.[K+].[K+], predict the reaction product. (4) Given the reactants [F:1][C:2]([F:18])([F:17])[C:3]1[CH:4]=[C:5]([C:9]2[CH:14]=[CH:13][C:12]([CH2:15][NH2:16])=[CH:11][CH:10]=2)[CH:6]=[CH:7][CH:8]=1.[CH2:19]([N:21]([CH2:32][C:33](O)=[O:34])[S:22]([C:25]1[CH:30]=[CH:29][C:28]([F:31])=[CH:27][CH:26]=1)(=[O:24])=[O:23])[CH3:20].CN(C(ON1N=NC2C=CC=NC1=2)=[N+](C)C)C.F[P-](F)(F)(F)(F)F.C(N(CC)C(C)C)(C)C.OS([O-])(=O)=O.[K+], predict the reaction product. The product is: [CH2:19]([N:21]([S:22]([C:25]1[CH:26]=[CH:27][C:28]([F:31])=[CH:29][CH:30]=1)(=[O:24])=[O:23])[CH2:32][C:33]([NH:16][CH2:15][C:12]1[CH:13]=[CH:14][C:9]([C:5]2[CH:6]=[CH:7][CH:8]=[C:3]([C:2]([F:17])([F:18])[F:1])[CH:4]=2)=[CH:10][CH:11]=1)=[O:34])[CH3:20]. (5) Given the reactants [CH3:1][N:2]1[C@@H:12]2[CH2:13][C:14]3[CH:19]=[CH:18][C:17]([O:20][CH3:21])=[C:16]4[O:22][CH:6]5[C:7]([CH:9]=[CH:10][C@:11]2([OH:23])[C@:5]5([C:15]=34)[CH2:4][CH2:3]1)=[O:8].[H][H], predict the reaction product. The product is: [CH3:1][N:2]1[C@@H:12]2[CH2:13][C:14]3[CH:19]=[CH:18][C:17]([O:20][CH3:21])=[C:16]4[O:22][C@H:6]5[C:7]([CH2:9][CH2:10][C@:11]2([OH:23])[C@:5]5([C:15]=34)[CH2:4][CH2:3]1)=[O:8]. (6) Given the reactants [CH3:1][O-:2].[Na+].[CH3:4][S:5][C:6]1[N:11]=[C:10](Cl)[C:9]([C:13]2[C:18]([F:19])=[CH:17][C:16]([F:20])=[CH:15][C:14]=2[F:21])=[C:8]([CH2:22][CH:23]([CH3:26])[CH2:24][CH3:25])[N:7]=1.[Cl-].[NH4+], predict the reaction product. The product is: [CH3:4][S:5][C:6]1[N:11]=[C:10]([O:2][CH3:1])[C:9]([C:13]2[C:18]([F:19])=[CH:17][C:16]([F:20])=[CH:15][C:14]=2[F:21])=[C:8]([CH2:22][CH:23]([CH3:26])[CH2:24][CH3:25])[N:7]=1.